The task is: Regression. Given a peptide amino acid sequence and an MHC pseudo amino acid sequence, predict their binding affinity value. This is MHC class II binding data.. This data is from Peptide-MHC class II binding affinity with 134,281 pairs from IEDB. (1) The peptide sequence is GELQIVDKRDAAFKI. The MHC is DRB4_0101 with pseudo-sequence DRB4_0103. The binding affinity (normalized) is 0.640. (2) The peptide sequence is FLDLVLLNLLCDLFK. The MHC is DRB1_0101 with pseudo-sequence DRB1_0101. The binding affinity (normalized) is 0.328. (3) The peptide sequence is FNGLTVLPPLLTDDM. The MHC is DRB1_0101 with pseudo-sequence DRB1_0101. The binding affinity (normalized) is 0.629. (4) The binding affinity (normalized) is 0.450. The MHC is DRB4_0101 with pseudo-sequence DRB4_0103. The peptide sequence is AKIVTAETQNSSFII. (5) The peptide sequence is QYIKANAKFIGITE. The MHC is HLA-DPA10201-DPB11401 with pseudo-sequence HLA-DPA10201-DPB11401. The binding affinity (normalized) is 0.310. (6) The peptide sequence is RLVEGVLAEIDDVCL. The MHC is DRB1_0101 with pseudo-sequence DRB1_0101. The binding affinity (normalized) is 0.215.